Task: Regression. Given two drug SMILES strings and cell line genomic features, predict the synergy score measuring deviation from expected non-interaction effect.. Dataset: NCI-60 drug combinations with 297,098 pairs across 59 cell lines (1) Drug 1: C1=CC=C(C(=C1)C(C2=CC=C(C=C2)Cl)C(Cl)Cl)Cl. Drug 2: C1=NNC2=C1C(=O)NC=N2. Cell line: SNB-75. Synergy scores: CSS=1.04, Synergy_ZIP=-2.65, Synergy_Bliss=-3.53, Synergy_Loewe=-5.56, Synergy_HSA=-5.14. (2) Drug 1: CC1C(C(CC(O1)OC2CC(OC(C2O)C)OC3=CC4=CC5=C(C(=O)C(C(C5)C(C(=O)C(C(C)O)O)OC)OC6CC(C(C(O6)C)O)OC7CC(C(C(O7)C)O)OC8CC(C(C(O8)C)O)(C)O)C(=C4C(=C3C)O)O)O)O. Drug 2: C1CN(CCN1C(=O)CCBr)C(=O)CCBr. Cell line: MDA-MB-435. Synergy scores: CSS=15.2, Synergy_ZIP=0.465, Synergy_Bliss=1.53, Synergy_Loewe=-32.1, Synergy_HSA=-0.604. (3) Drug 1: C1=C(C(=O)NC(=O)N1)N(CCCl)CCCl. Drug 2: CC1=C(C(=O)C2=C(C1=O)N3CC4C(C3(C2COC(=O)N)OC)N4)N. Cell line: RPMI-8226. Synergy scores: CSS=45.6, Synergy_ZIP=2.81, Synergy_Bliss=3.59, Synergy_Loewe=1.76, Synergy_HSA=7.06. (4) Drug 1: CC1OCC2C(O1)C(C(C(O2)OC3C4COC(=O)C4C(C5=CC6=C(C=C35)OCO6)C7=CC(=C(C(=C7)OC)O)OC)O)O. Drug 2: CC1=CC2C(CCC3(C2CCC3(C(=O)C)OC(=O)C)C)C4(C1=CC(=O)CC4)C. Cell line: SF-539. Synergy scores: CSS=32.9, Synergy_ZIP=8.86, Synergy_Bliss=8.20, Synergy_Loewe=-17.7, Synergy_HSA=8.20. (5) Drug 1: C1CCN(CC1)CCOC2=CC=C(C=C2)C(=O)C3=C(SC4=C3C=CC(=C4)O)C5=CC=C(C=C5)O. Drug 2: CC1=C2C(C(=O)C3(C(CC4C(C3C(C(C2(C)C)(CC1OC(=O)C(C(C5=CC=CC=C5)NC(=O)OC(C)(C)C)O)O)OC(=O)C6=CC=CC=C6)(CO4)OC(=O)C)OC)C)OC. Cell line: M14. Synergy scores: CSS=60.6, Synergy_ZIP=13.2, Synergy_Bliss=12.9, Synergy_Loewe=-24.7, Synergy_HSA=10.1. (6) Drug 2: C1CN1P(=S)(N2CC2)N3CC3. Cell line: 786-0. Synergy scores: CSS=4.93, Synergy_ZIP=2.73, Synergy_Bliss=6.96, Synergy_Loewe=4.77, Synergy_HSA=6.75. Drug 1: CC(C1=C(C=CC(=C1Cl)F)Cl)OC2=C(N=CC(=C2)C3=CN(N=C3)C4CCNCC4)N. (7) Drug 1: CC1CCC2CC(C(=CC=CC=CC(CC(C(=O)C(C(C(=CC(C(=O)CC(OC(=O)C3CCCCN3C(=O)C(=O)C1(O2)O)C(C)CC4CCC(C(C4)OC)OCCO)C)C)O)OC)C)C)C)OC. Drug 2: C(CC(=O)O)C(=O)CN.Cl. Cell line: CAKI-1. Synergy scores: CSS=13.2, Synergy_ZIP=-7.15, Synergy_Bliss=-6.13, Synergy_Loewe=-5.41, Synergy_HSA=-3.50.